The task is: Regression/Classification. Given a drug SMILES string, predict its toxicity properties. Task type varies by dataset: regression for continuous values (e.g., LD50, hERG inhibition percentage) or binary classification for toxic/non-toxic outcomes (e.g., AMES mutagenicity, cardiotoxicity, hepatotoxicity). Dataset: herg.. This data is from hERG channel blocking data for cardiac toxicity assessment. (1) The drug is Fc1ccc(-n2cc(C3CC[NH+](CCN4CCNC4=S)CC3)c3cc(Cl)ccc32)cc1. The result is 1 (blocker). (2) The drug is Cc1cn(C2C=CC(CO)O2)c(=O)[nH]c1=O. The result is 0 (non-blocker). (3) The compound is NC[C@@H](O)COc1ccccc1C(=O)CCc1ccccc1. The result is 0 (non-blocker). (4) The molecule is CC(C)Oc1cc([C@@H](C2=CN[C@@H](C(O)(C(F)(F)F)C(F)(F)F)S2)c2ccc[n+]([O-])c2)ccc1OC(F)F. The result is 1 (blocker).